This data is from Reaction yield outcomes from USPTO patents with 853,638 reactions. The task is: Predict the reaction yield, written as a fraction of the theoretical maximum amount of product (1.0 means a 100% yield; for example, 0.34 means a 34% yield). (1) The reactants are C1(C2C3C(=CC(C(O)=O)=CC=3)N(CC(N3CCOCC3)=O)C=2C2C=CC(C3C=CC(N(C)C)=CC=3)=CC=2)CCCCC1.C[O:44][C:45]([C:47]1[CH:55]=[C:54]2[C:50]([C:51]([CH:79]3[CH2:84][CH2:83][CH2:82][CH2:81][CH2:80]3)=[C:52]([C:65]3[CH:70]=[CH:69][C:68](OS(C(F)(F)F)(=O)=O)=[CH:67][CH:66]=3)[N:53]2[CH2:56][C:57]([N:59]2[CH2:64][CH2:63][O:62][CH2:61][CH2:60]2)=[O:58])=[CH:49][CH:48]=1)=[O:46].[CH3:85][O:86][C:87]1[CH:88]=[C:89](B(O)O)[CH:90]=[CH:91][CH:92]=1. No catalyst specified. The product is [CH:79]1([C:51]2[C:50]3[C:54](=[CH:55][C:47]([C:45]([OH:44])=[O:46])=[CH:48][CH:49]=3)[N:53]([CH2:56][C:57]([N:59]3[CH2:64][CH2:63][O:62][CH2:61][CH2:60]3)=[O:58])[C:52]=2[C:65]2[CH:70]=[CH:69][C:68]([C:91]3[CH:90]=[CH:89][CH:88]=[C:87]([O:86][CH3:85])[CH:92]=3)=[CH:67][CH:66]=2)[CH2:80][CH2:81][CH2:82][CH2:83][CH2:84]1. The yield is 0.550. (2) The reactants are [Cl:1][C:2]1[N:7]=[CH:6][C:5]([C:8]2[CH:9]=[CH:10][C:11]3[N:12]([CH:14]=[C:15]([NH:17]C(=O)C)[N:16]=3)[N:13]=2)=[CH:4][C:3]=1[NH:21][S:22]([C:25]1[CH:30]=[CH:29][C:28]([F:31])=[CH:27][CH:26]=1)(=[O:24])=[O:23].[OH-].[Na+].Cl. The catalyst is CO. The product is [NH2:17][C:15]1[N:16]=[C:11]2[CH:10]=[CH:9][C:8]([C:5]3[CH:4]=[C:3]([NH:21][S:22]([C:25]4[CH:30]=[CH:29][C:28]([F:31])=[CH:27][CH:26]=4)(=[O:23])=[O:24])[C:2]([Cl:1])=[N:7][CH:6]=3)=[N:13][N:12]2[CH:14]=1. The yield is 0.0500.